This data is from Retrosynthesis with 50K atom-mapped reactions and 10 reaction types from USPTO. The task is: Predict the reactants needed to synthesize the given product. (1) Given the product COCCCNc1nc(Nc2ccc(F)c(Cl)c2)ncc1-c1nc(-c2cccnc2)cs1, predict the reactants needed to synthesize it. The reactants are: COCCCNc1nc(Nc2ccc(F)c(Cl)c2)ncc1C(N)=S.O=C(CBr)c1cccnc1. (2) Given the product C[S@@](=O)(=NC(=O)c1cncc(C#Cc2ccc(C(=O)O)cc2)c1)c1ccccc1, predict the reactants needed to synthesize it. The reactants are: C#Cc1cncc(C(=O)N=[S@@](C)(=O)c2ccccc2)c1.O=C(O)c1ccc(I)cc1. (3) Given the product Cc1cc(C#N)ccc1-c1cnn(-c2ccc(C(=O)NCC3CCCO3)cn2)c1O, predict the reactants needed to synthesize it. The reactants are: Cc1cc(C#N)ccc1-c1cnn(-c2ccc(C(=O)O)cn2)c1O.NCC1CCCO1. (4) The reactants are: O=[N+]([O-])c1ccc(Oc2ccnc3cc(-c4cn(CCN5CCCC5)cn4)sc23)c(F)c1. Given the product Nc1ccc(Oc2ccnc3cc(-c4cn(CCN5CCCC5)cn4)sc23)c(F)c1, predict the reactants needed to synthesize it. (5) Given the product CC(=O)O[C@@H]1[C@@H](C(=O)O)OC(C)(N=[N+]=[N-])[C@H](OC(C)=O)[C@H]1OC(C)=O, predict the reactants needed to synthesize it. The reactants are: CC(=O)O[C@@H]1[C@@H](C(=O)O)OC(C)(Br)[C@H](OC(C)=O)[C@H]1OC(C)=O.[N-]=[N+]=[N-]. (6) Given the product COc1ncccc1CN1CCC(CC(=O)c2sccc2-c2nccs2)CC1, predict the reactants needed to synthesize it. The reactants are: CCCC[Sn](CCCC)(CCCC)c1nccs1.COc1ncccc1CN1CCC(CC(=O)c2sccc2Br)CC1. (7) Given the product COc1ccc(CN2CCN(c3cc(Cl)cc(Cl)c3)CC2COCc2ccc([N+](=O)[O-])cc2)cc1OC, predict the reactants needed to synthesize it. The reactants are: COc1ccc(CN2CCN(c3cc(Cl)cc(Cl)c3)CC2CO)cc1OC.O=[N+]([O-])c1ccc(CCl)cc1.